This data is from Reaction yield outcomes from USPTO patents with 853,638 reactions. The task is: Predict the reaction yield, written as a fraction of the theoretical maximum amount of product (1.0 means a 100% yield; for example, 0.34 means a 34% yield). The reactants are [O:1]1[CH:5]=[N:4][N:3]=[C:2]1[C:6]1[CH:7]=[C:8]([NH:12][C:13](=[O:21])[C:14]2[CH:19]=[C:18](Br)[CH:17]=[CH:16][N:15]=2)[CH:9]=[CH:10][CH:11]=1.[CH:22]1([C:25]2[CH:30]=[CH:29][C:28](B3OC(C)(C)C(C)(C)O3)=[CH:27][N:26]=2)[CH2:24][CH2:23]1.C(=O)([O-])[O-].[K+].[K+]. The catalyst is C1(C)C=CC=CC=1. The product is [O:1]1[CH:5]=[N:4][N:3]=[C:2]1[C:6]1[CH:7]=[C:8]([NH:12][C:13]([C:14]2[CH:19]=[C:18]([C:28]3[CH:27]=[N:26][C:25]([CH:22]4[CH2:24][CH2:23]4)=[CH:30][CH:29]=3)[CH:17]=[CH:16][N:15]=2)=[O:21])[CH:9]=[CH:10][CH:11]=1. The yield is 0.900.